This data is from Full USPTO retrosynthesis dataset with 1.9M reactions from patents (1976-2016). The task is: Predict the reactants needed to synthesize the given product. (1) Given the product [CH3:23][CH2:24][C@@H:25]([C@H:27]([N:58]([C:60]([C@@H:62]([NH:66][C:67]([C@@H:69]([N:73]([CH3:75])[CH3:74])[CH:70]([CH3:72])[CH3:71])=[O:68])[CH:63]([CH3:65])[CH3:64])=[O:61])[CH3:59])[C@H:28]([O:56][CH3:57])[CH2:29][C:30]([N:32]1[C@H:36]([C@H:37]([O:54][CH3:55])[C@H:38]([C:40]([NH:42][C@H:43]([C:51]([OH:53])=[O:52])[CH2:44][C:45]2[CH:50]=[CH:49][CH:48]=[CH:47][CH:46]=2)=[O:41])[CH3:39])[CH2:35][CH2:34][CH2:33]1)=[O:31])[CH3:26].[C:1]([NH:8][C@H:9]([C:11]([OH:13])=[O:12])[CH3:10])([O:3][C:4]([CH3:7])([CH3:5])[CH3:6])=[O:2].[OH:76][CH2:77][CH2:78][CH2:79][NH-:80], predict the reactants needed to synthesize it. The reactants are: [C:1]([NH:8][C@H:9]([C:11]([OH:13])=[O:12])[CH3:10])([O:3][C:4]([CH3:7])([CH3:6])[CH3:5])=[O:2].C(N=C=NC(C)C)(C)C.[CH3:23][CH2:24][C@@H:25]([C@H:27]([N:58]([C:60]([C@@H:62]([NH:66][C:67]([C@@H:69]([N:73]([CH3:75])[CH3:74])[CH:70]([CH3:72])[CH3:71])=[O:68])[CH:63]([CH3:65])[CH3:64])=[O:61])[CH3:59])[C@H:28]([O:56][CH3:57])[CH2:29][C:30]([N:32]1[C@H:36]([C@H:37]([O:54][CH3:55])[C@H:38]([C:40]([NH:42][C@H:43]([C:51]([OH:53])=[O:52])[CH2:44][C:45]2[CH:50]=[CH:49][CH:48]=[CH:47][CH:46]=2)=[O:41])[CH3:39])[CH2:35][CH2:34][CH2:33]1)=[O:31])[CH3:26].[OH:76][CH2:77][CH2:78][CH2:79][NH-:80]. (2) The reactants are: [NH2:1][C:2]1[N:3]=[CH:4][N:5]([C:7]2[N:15]=[C:14]3[C:10]([N:11]=[CH:12][N:13]3[C@@H:16]3[CH2:20][C@H:19]([NH:21][C:22](=[O:25])[CH2:23][OH:24])[C@@H:18]([OH:26])[C@H:17]3[OH:27])=[C:9]([NH:28][CH2:29][CH:30]([C:37]3[CH:42]=[CH:41][CH:40]=[CH:39][CH:38]=3)[C:31]3[CH:36]=[CH:35][CH:34]=[CH:33][CH:32]=3)[N:8]=2)C=1.[N+:43](C1N=CNC=1)([O-])=O. Given the product [NH2:1][C:2]1[N:3]=[CH:4][N:5]([C:7]2[N:15]=[C:14]3[C:10]([N:11]=[CH:12][N:13]3[C@@H:16]3[CH2:20][C@H:19]([NH:21][C:22](=[O:25])[CH2:23][OH:24])[C@@H:18]([OH:26])[C@H:17]3[OH:27])=[C:9]([NH:28][CH2:29][CH:30]([C:31]3[CH:36]=[CH:35][CH:34]=[CH:33][CH:32]=3)[C:37]3[CH:38]=[CH:39][CH:40]=[CH:41][CH:42]=3)[N:8]=2)[N:43]=1, predict the reactants needed to synthesize it. (3) Given the product [CH3:1][N:2]1[C:6]([C:17]2[CH:22]=[CH:21][C:20]([C:23]([F:26])([F:25])[F:24])=[CH:19][CH:18]=2)=[CH:5][CH:4]=[N:3]1, predict the reactants needed to synthesize it. The reactants are: [CH3:1][N:2]1[C:6](B2OC(C)(C)C(C)(C)O2)=[CH:5][CH:4]=[N:3]1.I[C:17]1[CH:22]=[CH:21][C:20]([C:23]([F:26])([F:25])[F:24])=[CH:19][CH:18]=1.C(=O)([O-])[O-].[K+].[K+].C(O)C. (4) Given the product [C:1]([NH:5][C:6]1[CH:14]=[C:13]2[C:9]([CH:10]=[C:11]([C:22]([O:24][CH3:25])=[O:23])[N:12]2[C:15]([O:17][C:18]([CH3:21])([CH3:20])[CH3:19])=[O:16])=[CH:8][CH:7]=1)(=[O:3])[CH3:2], predict the reactants needed to synthesize it. The reactants are: [C:1](Cl)(=[O:3])[CH3:2].[NH2:5][C:6]1[CH:14]=[C:13]2[C:9]([CH:10]=[C:11]([C:22]([O:24][CH3:25])=[O:23])[N:12]2[C:15]([O:17][C:18]([CH3:21])([CH3:20])[CH3:19])=[O:16])=[CH:8][CH:7]=1.C(N(CC)CC)C.